From a dataset of Catalyst prediction with 721,799 reactions and 888 catalyst types from USPTO. Predict which catalyst facilitates the given reaction. (1) Reactant: [Br:1][CH2:2][C:3](=O)[C@@H:4]([NH:15]C(=O)OC(C)(C)C)[CH2:5][C:6]1[CH:11]=[CH:10][C:9]([N+:12]([O-:14])=[O:13])=[CH:8][CH:7]=1.[C:24]([NH2:32])(=[S:31])[C:25]1[CH:30]=[CH:29][CH:28]=[CH:27][CH:26]=1.C(OCC)C. Product: [BrH:1].[N+:12]([C:9]1[CH:8]=[CH:7][C:6]([CH2:5][C@@H:4]([C:3]2[N:32]=[C:24]([C:25]3[CH:30]=[CH:29][CH:28]=[CH:27][CH:26]=3)[S:31][CH:2]=2)[NH2:15])=[CH:11][CH:10]=1)([O-:14])=[O:13]. The catalyst class is: 23. (2) Reactant: [Cl:1][C:2]1[CH:7]=[C:6]([Cl:8])[CH:5]=[CH:4][C:3]=1[CH2:9][CH2:10][O:11][C:12]1[CH:13]=[C:14]([CH:18]=[CH:19][C:20]=1[O:21][CH3:22])[C:15]([OH:17])=O.[N:23]1[CH:28]=[CH:27][CH:26]=[CH:25][C:24]=1[CH2:29][N:30]1[CH2:35][CH2:34][NH:33][CH2:32][CH2:31]1.[B-](F)(F)(F)F.CCOC(C(C#N)=NOC(N(C)C)=[N+](C)C)=O. Product: [Cl:1][C:2]1[CH:7]=[C:6]([Cl:8])[CH:5]=[CH:4][C:3]=1[CH2:9][CH2:10][O:11][C:12]1[CH:13]=[C:14]([C:15]([N:33]2[CH2:34][CH2:35][N:30]([CH2:29][C:24]3[CH:25]=[CH:26][CH:27]=[CH:28][N:23]=3)[CH2:31][CH2:32]2)=[O:17])[CH:18]=[CH:19][C:20]=1[O:21][CH3:22]. The catalyst class is: 3.